The task is: Predict the reaction yield, written as a fraction of the theoretical maximum amount of product (1.0 means a 100% yield; for example, 0.34 means a 34% yield).. This data is from Reaction yield outcomes from USPTO patents with 853,638 reactions. (1) The reactants are [Br:1][C:2]1[CH:3]=[N:4][C:5]([F:11])=[C:6]([CH:10]=1)[C:7]([OH:9])=O.C(Cl)(C(Cl)=O)=O.[F:18][C:19]1[CH:25]=[C:24]([F:26])[CH:23]=[CH:22][C:20]=1[NH2:21]. The catalyst is C1COCC1.C(Cl)Cl.O. The product is [Br:1][C:2]1[CH:3]=[N:4][C:5]([F:11])=[C:6]([CH:10]=1)[C:7]([NH:21][C:20]1[CH:22]=[CH:23][C:24]([F:26])=[CH:25][C:19]=1[F:18])=[O:9]. The yield is 0.730. (2) The reactants are [Cl:1][C:2]1[NH:3][C:4]2[C:9]([C:10]=1[CH:11]=[O:12])=[CH:8][CH:7]=[CH:6][CH:5]=2.[F:13][C:14]1[CH:19]=[CH:18][C:17](B(O)O)=[CH:16][CH:15]=1. No catalyst specified. The product is [Cl:1][C:2]1[N:3]([C:17]2[CH:18]=[CH:19][C:14]([F:13])=[CH:15][CH:16]=2)[C:4]2[C:9]([C:10]=1[CH:11]=[O:12])=[CH:8][CH:7]=[CH:6][CH:5]=2. The yield is 0.840. (3) The reactants are [CH3:1][CH:2]([CH3:21])[CH2:3][CH:4]([C:8]1[CH:13]=[CH:12][C:11]([N+:14]([O-:16])=[O:15])=[C:10]([C:17]([F:20])([F:19])[F:18])[CH:9]=1)[C:5]([OH:7])=[O:6].S(=O)(=O)(O)O.[CH2:27](O)[CH3:28]. No catalyst specified. The product is [CH2:27]([O:6][C:5](=[O:7])[CH:4]([C:8]1[CH:13]=[CH:12][C:11]([N+:14]([O-:16])=[O:15])=[C:10]([C:17]([F:18])([F:19])[F:20])[CH:9]=1)[CH2:3][CH:2]([CH3:21])[CH3:1])[CH3:28]. The yield is 0.830. (4) The reactants are Cl[C:2]1[N:9]=[C:8]([C:10]([F:13])([F:12])[F:11])[CH:7]=[CH:6][C:3]=1[C:4]#[N:5].[CH3:14][O:15][C:16]1[CH:21]=[CH:20][CH:19]=[CH:18][C:17]=1B(O)O. No catalyst specified. The product is [CH3:14][O:15][C:16]1[CH:21]=[CH:20][CH:19]=[CH:18][C:17]=1[C:2]1[N:9]=[C:8]([C:10]([F:13])([F:12])[F:11])[CH:7]=[CH:6][C:3]=1[C:4]#[N:5]. The yield is 0.910. (5) The reactants are [CH3:1]C([O-])(C)C.[K+].[Cl:7][C:8]1[CH:22]=[C:21]([F:23])[C:11]([O:12][C:13]2[CH:20]=[CH:19][C:16]([CH:17]=O)=[CH:15][CH:14]=2)=[C:10]([F:24])[CH:9]=1. The catalyst is [Br-].C[P+](C1C=CC=CC=1)(C1C=CC=CC=1)C1C=CC=CC=1.C1COCC1. The product is [Cl:7][C:8]1[CH:22]=[C:21]([F:23])[C:11]([O:12][C:13]2[CH:20]=[CH:19][C:16]([CH:17]=[CH2:1])=[CH:15][CH:14]=2)=[C:10]([F:24])[CH:9]=1. The yield is 0.485.